This data is from Catalyst prediction with 721,799 reactions and 888 catalyst types from USPTO. The task is: Predict which catalyst facilitates the given reaction. (1) Reactant: [C:1](Cl)(=[O:3])[CH3:2].[C:5]([N:9]([CH3:36])[C:10]([C:12]1[N:16]2[CH2:17][CH2:18][C:19]3[C:24]([C:15]2=[C:14]([C:31]2[S:32][CH:33]=[CH:34][CH:35]=2)[N:13]=1)=[CH:23][C:22]([O:25][CH2:26][CH2:27][NH2:28])=[C:21]([O:29][CH3:30])[CH:20]=3)=[O:11])([CH3:8])([CH3:7])[CH3:6].CCN(C(C)C)C(C)C. Product: [C:5]([N:9]([CH3:36])[C:10]([C:12]1[N:16]2[CH2:17][CH2:18][C:19]3[C:24]([C:15]2=[C:14]([C:31]2[S:32][CH:33]=[CH:34][CH:35]=2)[N:13]=1)=[CH:23][C:22]([O:25][CH2:26][CH2:27][NH:28][C:1](=[O:3])[CH3:2])=[C:21]([O:29][CH3:30])[CH:20]=3)=[O:11])([CH3:7])([CH3:8])[CH3:6]. The catalyst class is: 4. (2) Reactant: N#N.Cl.Cl.[CH3:5][O:6][C:7]1[CH:12]=[CH:11][C:10]([CH2:13][C@H:14]([C:16]2[NH:20][C:19]3[CH:21]=[CH:22][C:23]([CH3:25])=[CH:24][C:18]=3[N:17]=2)[NH2:15])=[CH:9][CH:8]=1.[OH-].[Na+]. Product: [CH3:5][O:6][C:7]1[CH:12]=[CH:11][C:10]([CH2:13][C@H:14]([C:16]2[NH:20][C:19]3[CH:21]=[CH:22][C:23]([CH3:25])=[CH:24][C:18]=3[N:17]=2)[NH2:15])=[CH:9][CH:8]=1. The catalyst class is: 2. (3) Reactant: [N+:1]([C:4]1[CH:5]=[C:6]([CH:10]=[CH:11][CH:12]=1)[CH2:7][CH2:8][OH:9])([O-])=O. Product: [NH2:1][C:4]1[CH:5]=[C:6]([CH:10]=[CH:11][CH:12]=1)[CH2:7][CH2:8][OH:9]. The catalyst class is: 29. (4) Reactant: [NH2:1][C:2]1[CH:7]=[CH:6][C:5]([OH:8])=[CH:4][CH:3]=1.C(=O)([O-])[O-].[Cs+].[Cs+].Cl[C:16]1[CH:17]=[CH:18][N:19]=[C:20]2[C:25]=1[N:24]=[CH:23][C:22]([O:26][CH3:27])=[CH:21]2.O. Product: [CH3:27][O:26][C:22]1[CH:21]=[C:20]2[C:25]([C:16]([O:8][C:5]3[CH:6]=[CH:7][C:2]([NH2:1])=[CH:3][CH:4]=3)=[CH:17][CH:18]=[N:19]2)=[N:24][CH:23]=1. The catalyst class is: 3. (5) Reactant: [Cl:1][C:2]1[CH:3]=[C:4]([CH:18]=[CH:19][C:20]=1[Cl:21])[CH2:5][NH:6][C:7]1[CH:8]=[CH:9][C:10]2[N:11]([C:13]([NH2:17])=[C:14]([CH3:16])[N:15]=2)[N:12]=1.N1C=CC=CC=1.[C:28](O[C:28](=[O:31])[CH2:29][CH3:30])(=[O:31])[CH2:29][CH3:30]. Product: [Cl:1][C:2]1[CH:3]=[C:4]([CH:18]=[CH:19][C:20]=1[Cl:21])[CH2:5][NH:6][C:7]1[CH:8]=[CH:9][C:10]2[N:11]([C:13]([NH:17][C:28](=[O:31])[CH2:29][CH3:30])=[C:14]([CH3:16])[N:15]=2)[N:12]=1. The catalyst class is: 4. (6) Reactant: [ClH:1].[C:2]([C:5]1[CH:9]=[C:8]([C:10]2[CH:26]=[CH:25][C:13]([O:14][CH2:15][CH2:16][NH:17]C(=O)OC(C)(C)C)=[CH:12][CH:11]=2)[N:7]([C:27]2[CH:28]=[N:29][C:30]([O:33][CH3:34])=[CH:31][CH:32]=2)[N:6]=1)([CH3:4])=[CH2:3]. Product: [ClH:1].[ClH:1].[C:2]([C:5]1[CH:9]=[C:8]([C:10]2[CH:11]=[CH:12][C:13]([O:14][CH2:15][CH2:16][NH2:17])=[CH:25][CH:26]=2)[N:7]([C:27]2[CH:28]=[N:29][C:30]([O:33][CH3:34])=[CH:31][CH:32]=2)[N:6]=1)([CH3:4])=[CH2:3]. The catalyst class is: 258. (7) Reactant: [C:1]([C:5]1[CH:6]=[C:7]([C:12](=[O:14])[CH3:13])[CH:8]=[C:9]([OH:11])[CH:10]=1)([CH3:4])([CH3:3])[CH3:2].Br[CH2:16][CH2:17][F:18].[H-].[Na+].O. Product: [C:1]([C:5]1[CH:6]=[C:7]([C:12](=[O:14])[CH3:13])[CH:8]=[C:9]([O:11][CH2:16][CH2:17][F:18])[CH:10]=1)([CH3:4])([CH3:2])[CH3:3]. The catalyst class is: 3. (8) Reactant: Cl.[CH3:2][C:3]1[C:11]2[C:6](=[CH:7][CH:8]=[CH:9][CH:10]=2)[NH:5][C:4]=1[C:12]1[CH:13]=[N:14][CH:15]=[CH:16][CH:17]=1.C[Si]([N-][Si](C)(C)C)(C)C.[K+].[CH2:28](Br)[C:29]1[CH:34]=[CH:33][CH:32]=[CH:31][CH:30]=1. Product: [CH2:28]([N:5]1[C:6]2[C:11](=[CH:10][CH:9]=[CH:8][CH:7]=2)[C:3]([CH3:2])=[C:4]1[C:12]1[CH:13]=[N:14][CH:15]=[CH:16][CH:17]=1)[C:29]1[CH:34]=[CH:33][CH:32]=[CH:31][CH:30]=1. The catalyst class is: 1.